From a dataset of Catalyst prediction with 721,799 reactions and 888 catalyst types from USPTO. Predict which catalyst facilitates the given reaction. (1) Reactant: C(O)(=O)C(O)=O.[CH2:7]([NH:9][NH2:10])[CH3:8].[C:11]([C:13]1[CH:14]=[C:15]([C:19](=O)[CH2:20][C:21](OCC)=[O:22])[CH:16]=[CH:17][CH:18]=1)#[N:12].C(N(CC)CC)C. Product: [CH2:7]([N:9]1[C:21](=[O:22])[CH:20]=[C:19]([C:15]2[CH:14]=[C:13]([CH:18]=[CH:17][CH:16]=2)[C:11]#[N:12])[NH:10]1)[CH3:8]. The catalyst class is: 8. (2) Reactant: [F:1][C:2]1[CH:3]=[C:4]([CH:6]=[CH:7][CH:8]=1)[NH2:5].C(N(C(C)C)C(C)C)C.[C:18]1(=[CH:22][C:23](Cl)=[O:24])[CH2:21][CH2:20][CH2:19]1. Product: [C:18]1(=[CH:22][C:23]([NH:5][C:4]2[CH:6]=[CH:7][CH:8]=[C:2]([F:1])[CH:3]=2)=[O:24])[CH2:21][CH2:20][CH2:19]1. The catalyst class is: 4. (3) Reactant: [CH:1](=O)[C:2]1[CH:7]=[CH:6][CH:5]=[N:4][CH:3]=1.[NH2:9][OH:10].C([O-])(=O)C.[Na+]. Product: [CH:1](=[N:9][OH:10])[C:2]1[CH:7]=[CH:6][CH:5]=[N:4][CH:3]=1. The catalyst class is: 8.